From a dataset of Full USPTO retrosynthesis dataset with 1.9M reactions from patents (1976-2016). Predict the reactants needed to synthesize the given product. (1) Given the product [Br:1][C:2]1[CH:3]=[C:4]([C:12]#[N:14])[C:5]([F:11])=[C:6]([CH:10]=1)[C:7]#[N:9], predict the reactants needed to synthesize it. The reactants are: [Br:1][C:2]1[CH:3]=[C:4]([C:12]([NH2:14])=O)[C:5]([F:11])=[C:6]([CH:10]=1)[C:7]([NH2:9])=O.P(Cl)(Cl)(Cl)=O.Cl. (2) Given the product [C:32]([C:35]1[CH:40]=[CH:39][C:38]([C:27]2[N:26]=[C:25]([NH:8][C:9]3[CH:10]=[C:11]4[C:15](=[CH:16][CH:17]=3)[N:14]([C:18]([O:20][C:21]([CH3:23])([CH3:24])[CH3:22])=[O:19])[N:13]=[CH:12]4)[CH:30]=[CH:29][N:28]=2)=[CH:37][CH:36]=1)(=[O:34])[CH3:33], predict the reactants needed to synthesize it. The reactants are: C(OC([N:8]([C:25]1[CH:30]=[CH:29][N:28]=[C:27](Cl)[N:26]=1)[C:9]1[CH:10]=[C:11]2[C:15](=[CH:16][CH:17]=1)[N:14]([C:18]([O:20][C:21]([CH3:24])([CH3:23])[CH3:22])=[O:19])[N:13]=[CH:12]2)=O)(C)(C)C.[C:32]([C:35]1[CH:40]=[CH:39][C:38](B(O)O)=[CH:37][CH:36]=1)(=[O:34])[CH3:33].C([O-])([O-])=O.[Na+].[Na+].CC(OC(OC(OC(C)(C)C)=O)=O)(C)C. (3) Given the product [CH3:14][NH:15][S:16]([C:19]1[CH:20]=[C:21]2[C:25](=[CH:26][CH:27]=1)[NH:24][C:23](=[O:28])[C:22]2=[N:6][NH:7][C:8]1[CH:9]=[CH:10][C:11]([S:16](=[O:18])(=[O:17])[NH:15][CH3:14])=[CH:12][CH:13]=1)(=[O:18])=[O:17], predict the reactants needed to synthesize it. The reactants are: Cl.CS([NH:6][NH:7][C:8]1[CH:13]=[CH:12][CH:11]=[CH:10][CH:9]=1)(=O)=O.[CH3:14][NH:15][S:16]([C:19]1[CH:20]=[C:21]2[C:25](=[CH:26][CH:27]=1)[NH:24][C:23](=[O:28])[C:22]2=O)(=[O:18])=[O:17]. (4) Given the product [CH2:16]([O:23][C:24]1[CH:25]=[C:26]([NH:32][CH2:10][CH2:9][NH:8][C:5]2[CH:6]=[CH:7][C:2]([CH3:1])=[C:3]([C:12]([F:15])([F:14])[F:13])[CH:4]=2)[CH:27]=[CH:28][C:29]=1[O:30][CH3:31])[C:17]1[CH:18]=[CH:19][CH:20]=[CH:21][CH:22]=1, predict the reactants needed to synthesize it. The reactants are: [CH3:1][C:2]1[CH:7]=[CH:6][C:5]([NH:8][CH2:9][CH2:10]O)=[CH:4][C:3]=1[C:12]([F:15])([F:14])[F:13].[CH2:16]([O:23][C:24]1[CH:25]=[C:26]([NH2:32])[CH:27]=[CH:28][C:29]=1[O:30][CH3:31])[C:17]1[CH:22]=[CH:21][CH:20]=[CH:19][CH:18]=1.